From a dataset of Full USPTO retrosynthesis dataset with 1.9M reactions from patents (1976-2016). Predict the reactants needed to synthesize the given product. (1) Given the product [CH2:46]([O:48][C:49](=[O:57])[CH2:50][N:51]1[CH2:56][CH2:55][N:54]([C:33](=[O:35])[CH2:32][N:26]2[CH2:25][C:24]3[C:28](=[CH:29][CH:30]=[C:22]([C:19]4[N:18]=[C:17]([CH3:16])[O:21][N:20]=4)[CH:23]=3)[C:27]2=[O:31])[CH2:53][CH2:52]1)[CH3:47], predict the reactants needed to synthesize it. The reactants are: C1CCC(N=C=NC2CCCCC2)CC1.[CH3:16][C:17]1[O:21][N:20]=[C:19]([C:22]2[CH:23]=[C:24]3[C:28](=[CH:29][CH:30]=2)[C:27](=[O:31])[N:26]([CH2:32][C:33]([OH:35])=O)[CH2:25]3)[N:18]=1.ON1C2C=CC=CC=2N=N1.[CH2:46]([O:48][C:49](=[O:57])[CH2:50][N:51]1[CH2:56][CH2:55][NH:54][CH2:53][CH2:52]1)[CH3:47]. (2) Given the product [F:1][C:2]1[C:7]([F:8])=[CH:6][CH:5]=[C:4]([C:9]2[NH:22][N:21]=[N:20][N:10]=2)[C:3]=1[NH:11][C:12]1[CH:17]=[CH:16][C:15]([I:18])=[CH:14][C:13]=1[CH3:19], predict the reactants needed to synthesize it. The reactants are: [F:1][C:2]1[C:7]([F:8])=[CH:6][CH:5]=[C:4]([C:9]#[N:10])[C:3]=1[NH:11][C:12]1[CH:17]=[CH:16][C:15]([I:18])=[CH:14][C:13]=1[CH3:19].[N-:20]=[N+:21]=[N-:22].[Na+].Cl.C(N(CC)CC)C. (3) Given the product [Cl:1][CH2:2][C:3]([N:20]1[CH2:21][CH2:22][C:23]23[CH:24]=[CH:25][C@H:26]([OH:30])[CH2:27][CH:28]2[O:29][C:16]2=[C:15]([O:14][CH3:13])[CH:32]=[CH:31][C:18](=[C:17]32)[CH2:19]1)=[O:4], predict the reactants needed to synthesize it. The reactants are: [Cl:1][CH2:2][C:3](Cl)=[O:4].C(N(CC)CC)C.[CH3:13][O:14][C:15]1[CH:32]=[CH:31][C:18]2[CH2:19][NH:20][CH2:21][CH2:22][C@@:23]34[C@@H:28]([O:29][C:16]=1[C:17]=23)[CH2:27][C@@H:26]([OH:30])[CH:25]=[CH:24]4. (4) Given the product [O:1]1[CH:5]=[CH:4][CH:3]=[C:2]1[C:6]([N:8]1[C:17]2[C:12](=[CH:13][CH:14]=[CH:15][CH:16]=2)[C@H:11]([N:18]([C:19]2[CH:24]=[CH:23][CH:22]=[CH:21][CH:20]=2)[C:35](=[O:37])[CH3:36])[CH2:10][C@@H:9]1[CH3:25])=[O:7], predict the reactants needed to synthesize it. The reactants are: [O:1]1[CH:5]=[CH:4][CH:3]=[C:2]1[C:6]([N:8]1[C:17]2[C:12](=[CH:13][CH:14]=[CH:15][CH:16]=2)[C@H:11]([NH:18][C:19]2[CH:24]=[CH:23][CH:22]=[CH:21][CH:20]=2)[CH2:10][C@@H:9]1[CH3:25])=[O:7].C(N(C(C)C)CC)(C)C.[C:35](Cl)(=[O:37])[CH3:36].O. (5) Given the product [Cl:9][C:6]1[CH:7]=[CH:8][C:3]([CH2:2][C:15]2[CH:16]=[CH:17][N:12]=[CH:13][CH:14]=2)=[C:4]([O:10][CH3:11])[CH:5]=1, predict the reactants needed to synthesize it. The reactants are: Br[CH2:2][C:3]1[CH:8]=[CH:7][C:6]([Cl:9])=[CH:5][C:4]=1[O:10][CH3:11].[N:12]1[CH:17]=[CH:16][C:15](B(O)O)=[CH:14][CH:13]=1.C([O-])([O-])=O.[Na+].[Na+].